From a dataset of Merck oncology drug combination screen with 23,052 pairs across 39 cell lines. Regression. Given two drug SMILES strings and cell line genomic features, predict the synergy score measuring deviation from expected non-interaction effect. (1) Synergy scores: synergy=-11.0. Cell line: MSTO. Drug 2: CC1(c2nc3c(C(N)=O)cccc3[nH]2)CCCN1. Drug 1: NC(=O)c1cccc2cn(-c3ccc(C4CCCNC4)cc3)nc12. (2) Drug 1: CC(C)CC(NC(=O)C(Cc1ccccc1)NC(=O)c1cnccn1)B(O)O. Drug 2: Cc1nc(Nc2ncc(C(=O)Nc3c(C)cccc3Cl)s2)cc(N2CCN(CCO)CC2)n1. Cell line: NCIH23. Synergy scores: synergy=-204. (3) Drug 1: COc1cccc2c1C(=O)c1c(O)c3c(c(O)c1C2=O)CC(O)(C(=O)CO)CC3OC1CC(N)C(O)C(C)O1. Drug 2: CCN(CC)CCNC(=O)c1c(C)[nH]c(C=C2C(=O)Nc3ccc(F)cc32)c1C. Cell line: VCAP. Synergy scores: synergy=-4.06. (4) Drug 1: N.N.O=C(O)C1(C(=O)O)CCC1.[Pt]. Drug 2: O=C(NOCC(O)CO)c1ccc(F)c(F)c1Nc1ccc(I)cc1F. Cell line: MSTO. Synergy scores: synergy=-3.14. (5) Drug 1: C=CCn1c(=O)c2cnc(Nc3ccc(N4CCN(C)CC4)cc3)nc2n1-c1cccc(C(C)(C)O)n1. Drug 2: CCc1cnn2c(NCc3ccc[n+]([O-])c3)cc(N3CCCCC3CCO)nc12. Cell line: A375. Synergy scores: synergy=7.01.